Dataset: Full USPTO retrosynthesis dataset with 1.9M reactions from patents (1976-2016). Task: Predict the reactants needed to synthesize the given product. Given the product [N:16]([CH:11]1[C:2]2=[N:1][CH:6]=[CH:5][CH:4]=[C:3]2[CH2:7][CH2:8][CH2:9][CH2:10]1)=[N+:17]=[N-:18], predict the reactants needed to synthesize it. The reactants are: [N:1]1[CH:6]=[CH:5][CH:4]=[C:3]2[CH2:7][CH2:8][CH2:9][CH2:10][CH:11](OC(=O)C)[C:2]=12.[N-:16]=[N+:17]=[N-:18].[Na+].